From a dataset of CYP3A4 inhibition data for predicting drug metabolism from PubChem BioAssay. Regression/Classification. Given a drug SMILES string, predict its absorption, distribution, metabolism, or excretion properties. Task type varies by dataset: regression for continuous measurements (e.g., permeability, clearance, half-life) or binary classification for categorical outcomes (e.g., BBB penetration, CYP inhibition). Dataset: cyp3a4_veith. (1) The compound is O=C(O)CSCNC(=O)CC12CC3CC(CC(C3)C1)C2. The result is 1 (inhibitor). (2) The molecule is COc1ccc(NC2(c3ccc(Cl)cc3)C(=O)c3ccccc3C2=O)cc1. The result is 0 (non-inhibitor). (3) The drug is CCCNC(=O)OC[C@@H]1O[C@H](CCO/N=C(\C)CCN2CCCc3nc(C)c(C)cc32)C=C[C@@H]1Oc1ccc(OC)cc1. The result is 1 (inhibitor). (4) The compound is Cc1cc2ccccc2n1CCNC(=O)C1CCCC1. The result is 1 (inhibitor). (5) The molecule is CCn1c(CC(=O)Nc2ccc(C)c(Cl)c2)nnc1SCc1ccc(Cl)c(Cl)c1. The result is 1 (inhibitor). (6) The molecule is NC(=O)/C(=N\OC(=O)c1ccco1)c1nc(-c2ccc(Br)cc2)cs1. The result is 0 (non-inhibitor).